This data is from Forward reaction prediction with 1.9M reactions from USPTO patents (1976-2016). The task is: Predict the product of the given reaction. (1) Given the reactants [F:1][C:2]1[CH:7]=[CH:6][C:5]([C:8]2([C:16]([OH:18])=[O:17])[CH2:11][C:10]([O:14]C)(OC)[CH2:9]2)=[CH:4][CH:3]=1.Cl.[CH3:20]O, predict the reaction product. The product is: [F:1][C:2]1[CH:3]=[CH:4][C:5]([C:8]2([C:16]([O:18][CH3:20])=[O:17])[CH2:9][C:10](=[O:14])[CH2:11]2)=[CH:6][CH:7]=1. (2) Given the reactants [NH2:1][C:2]1[CH:10]=[CH:9][CH:8]=[C:7]2[C:3]=1[CH:4]=[CH:5][NH:6]2.[Br:11][C:12]1[CH:17]=[CH:16][C:15]([CH2:18][N:19]=[C:20]=[O:21])=[CH:14][CH:13]=1.CCCCCC, predict the reaction product. The product is: [Br:11][C:12]1[CH:13]=[CH:14][C:15]([CH2:18][NH:19][C:20]([NH:1][C:2]2[CH:10]=[CH:9][CH:8]=[C:7]3[C:3]=2[CH:4]=[CH:5][NH:6]3)=[O:21])=[CH:16][CH:17]=1. (3) Given the reactants Cl.[NH2:2][C:3]1[CH:8]=[CH:7][C:6]([N:9]2[CH2:14][CH2:13][C:12](=O)[CH2:11][CH2:10]2)=[CH:5][CH:4]=1.[Cl:16][C:17]1[CH:35]=[C:34]([N+:36]([O-:38])=[O:37])[CH:33]=[CH:32][C:18]=1[O:19][C:20]1[C:25]([Cl:26])=[CH:24][C:23]([S:27](Cl)(=[O:29])=[O:28])=[CH:22][C:21]=1[Cl:31].[OH:39][C@@H:40]([CH2:53][NH2:54])[CH2:41][O:42][C:43]1[C:51]2[NH:50][C:49](=[O:52])[NH:48][C:47]=2[CH:46]=[CH:45][CH:44]=1, predict the reaction product. The product is: [Cl:31][C:21]1[CH:22]=[C:23]([S:27]([NH:2][C:3]2[CH:8]=[CH:7][C:6]([N:9]3[CH2:14][CH2:13][CH:12]([NH:54][CH2:53][C@H:40]([OH:39])[CH2:41][O:42][C:43]4[C:51]5[NH:50][C:49](=[O:52])[NH:48][C:47]=5[CH:46]=[CH:45][CH:44]=4)[CH2:11][CH2:10]3)=[CH:5][CH:4]=2)(=[O:29])=[O:28])[CH:24]=[C:25]([Cl:26])[C:20]=1[O:19][C:18]1[CH:32]=[CH:33][C:34]([N+:36]([O-:38])=[O:37])=[CH:35][C:17]=1[Cl:16]. (4) Given the reactants CO.[CH:3]1([NH:9][C:10]2[CH:19]=[C:18]3[C:13]([C:14](=[O:29])[C:15]([O:25][CH2:26][C:27]#[N:28])=[CH:16][N:17]3[CH:20]3[CH2:24][CH2:23][CH2:22][CH2:21]3)=[CH:12][C:11]=2[F:30])[CH2:8][CH2:7][CH2:6][CH2:5][CH2:4]1.Cl.[NH2:32][OH:33], predict the reaction product. The product is: [CH:3]1([NH:9][C:10]2[CH:19]=[C:18]3[C:13]([C:14](=[O:29])[C:15]([O:25][CH2:26][C:27](=[N:32][OH:33])[NH2:28])=[CH:16][N:17]3[CH:20]3[CH2:24][CH2:23][CH2:22][CH2:21]3)=[CH:12][C:11]=2[F:30])[CH2:4][CH2:5][CH2:6][CH2:7][CH2:8]1. (5) The product is: [CH3:13][O:14][C:15]1[CH:24]=[CH:23][C:22]2[C:21]3[NH:12][C:11]4=[C:7]([C:2]5[CH:3]=[CH:4][CH:5]=[CH:6][N:1]=5)[CH:8]=[N:9][N:10]4[C:26](=[O:27])[C:20]=3[CH2:19][CH2:18][C:17]=2[CH:16]=1. Given the reactants [N:1]1[CH:6]=[CH:5][CH:4]=[CH:3][C:2]=1[C:7]1[CH:8]=[N:9][NH:10][C:11]=1[NH2:12].[CH3:13][O:14][C:15]1[CH:16]=[C:17]2[C:22](=[CH:23][CH:24]=1)[C:21](=O)[CH:20]([C:26](OC)=[O:27])[CH2:19][CH2:18]2.C1(C)C=CC(S(O)(=O)=O)=CC=1, predict the reaction product.